This data is from Full USPTO retrosynthesis dataset with 1.9M reactions from patents (1976-2016). The task is: Predict the reactants needed to synthesize the given product. Given the product [CH3:14][C:10]1[CH:11]=[C:12]([CH3:13])[N:8]([C:6]2[N:5]=[C:4]([NH:15][C:16](=[O:18])[CH3:17])[CH:3]=[C:2]([C:22]3[CH:23]=[C:24]([OH:26])[CH:25]=[C:20]([F:19])[CH:21]=3)[N:7]=2)[N:9]=1, predict the reactants needed to synthesize it. The reactants are: Cl[C:2]1[N:7]=[C:6]([N:8]2[C:12]([CH3:13])=[CH:11][C:10]([CH3:14])=[N:9]2)[N:5]=[C:4]([NH:15][C:16](=[O:18])[CH3:17])[CH:3]=1.[F:19][C:20]1[CH:21]=[C:22](B(O)O)[CH:23]=[C:24]([OH:26])[CH:25]=1.C(=O)([O-])[O-].[K+].[K+].